Predict the product of the given reaction. From a dataset of Forward reaction prediction with 1.9M reactions from USPTO patents (1976-2016). (1) Given the reactants [CH:1]1([CH2:4][N:5]2[C:13]3[CH2:12][CH2:11][N:10]([C:14](=[O:16])[CH3:15])[CH2:9][C:8]=3[C:7]([NH:17][C:18]3[CH:23]=[CH:22][CH:21]=[C:20](B4OC(C)(C)C(C)(C)O4)[CH:19]=3)=[N:6]2)[CH2:3][CH2:2]1.C([O-])([O-])=O.[Na+].[Na+].ClCCl.Br[C:43]1[CH:47]=[CH:46][N:45]([CH3:48])[N:44]=1, predict the reaction product. The product is: [CH:1]1([CH2:4][N:5]2[C:13]3[CH2:12][CH2:11][N:10]([C:14](=[O:16])[CH3:15])[CH2:9][C:8]=3[C:7]([NH:17][C:18]3[CH:23]=[CH:22][CH:21]=[C:20]([C:43]4[CH:47]=[CH:46][N:45]([CH3:48])[N:44]=4)[CH:19]=3)=[N:6]2)[CH2:2][CH2:3]1. (2) Given the reactants [N:1]1[CH:6]=[CH:5][C:4]([C:7]2[S:8][C:9]([C:15]3[CH:20]=[CH:19][N:18]=[CH:17][CH:16]=3)=[C:10]([CH3:14])[C:11]=2[CH:12]=O)=[CH:3][CH:2]=1.[ClH:21].[NH2:22][OH:23].N1C=CC=CC=1, predict the reaction product. The product is: [ClH:21].[ClH:21].[N:1]1[CH:6]=[CH:5][C:4]([C:7]2[S:8][C:9]([C:15]3[CH:20]=[CH:19][N:18]=[CH:17][CH:16]=3)=[C:10]([CH3:14])[C:11]=2[CH:12]=[N:22][OH:23])=[CH:3][CH:2]=1. (3) Given the reactants CC1C=CC=C(C)C=1NC(=O)CN1CCN(CC(O)COC2C=CC3OC(C4C=CC=C(C(F)(F)F)C=4)=NC=3C=2)CC1.[CH3:43][C:44]1[S:45][C:46]2[CH:52]=[CH:51][C:50]([O:53][CH2:54][CH:55]3[CH2:57][O:56]3)=[CH:49][C:47]=2[N:48]=1.[CH3:58][C:59]1[CH:64]=[CH:63][CH:62]=[C:61]([CH3:65])[C:60]=1[NH:66][C:67](=[O:76])[CH2:68][N:69]1[CH2:74][CH2:73][NH:72][CH2:71][C:70]1=[O:75].CC1C=CC=C(C)C=1NC(=O)CN1CCNCC1, predict the reaction product. The product is: [CH3:65][C:61]1[CH:62]=[CH:63][CH:64]=[C:59]([CH3:58])[C:60]=1[NH:66][C:67](=[O:76])[CH2:68][N:69]1[CH2:74][CH2:73][N:72]([CH2:57][CH:55]([OH:56])[CH2:54][O:53][C:50]2[CH:51]=[CH:52][C:46]3[S:45][C:44]([CH3:43])=[N:48][C:47]=3[CH:49]=2)[CH2:71][C:70]1=[O:75].